Dataset: Catalyst prediction with 721,799 reactions and 888 catalyst types from USPTO. Task: Predict which catalyst facilitates the given reaction. (1) Reactant: [NH2:1][C:2]1[CH:7]=[CH:6][C:5]([CH:8]2[CH2:13][CH2:12][N:11]([C:14]([O:16][C:17]([CH3:20])([CH3:19])[CH3:18])=[O:15])[CH2:10][CH2:9]2)=[CH:4][CH:3]=1.[Cl:21][C:22]1[CH:27]=[CH:26][CH:25]=[CH:24][C:23]=1[N:28]1[C:32]([O:33][C:34]2[CH:39]=[CH:38][CH:37]=[CH:36][C:35]=2[N:40]=[C:41]=[O:42])=[CH:31][C:30]([CH3:43])=[N:29]1.C(N(CC)CC)C. Product: [Cl:21][C:22]1[CH:27]=[CH:26][CH:25]=[CH:24][C:23]=1[N:28]1[C:32]([O:33][C:34]2[CH:39]=[CH:38][CH:37]=[CH:36][C:35]=2[NH:40][C:41](=[O:42])[NH:1][C:2]2[CH:7]=[CH:6][C:5]([CH:8]3[CH2:9][CH2:10][N:11]([C:14]([O:16][C:17]([CH3:20])([CH3:19])[CH3:18])=[O:15])[CH2:12][CH2:13]3)=[CH:4][CH:3]=2)=[CH:31][C:30]([CH3:43])=[N:29]1. The catalyst class is: 1. (2) Reactant: [CH2:1]([OH:4])[C:2]#[CH:3].[N+:5]([CH2:8][C:9]([O:11][CH2:12][CH3:13])=[O:10])([O-])=[O:6].C1N2CCN(CC2)C1. Product: [OH:4][CH2:1][C:2]1[O:6][N:5]=[C:8]([C:9]([O:11][CH2:12][CH3:13])=[O:10])[CH:3]=1. The catalyst class is: 8. (3) Reactant: [F:1][C:2]1[CH:3]=[CH:4][C:5]([O:10][C:11]2[CH:12]=[C:13]3[C:17](=[CH:18][CH:19]=2)[N:16]([CH3:20])[N:15]=[CH:14]3)=[C:6]([CH:9]=1)[C:7]#[N:8].[ClH:21].C1(C)C=CC=CC=1.CCO. Product: [ClH:21].[F:1][C:2]1[CH:3]=[CH:4][C:5]([O:10][C:11]2[CH:12]=[C:13]3[C:17](=[CH:18][CH:19]=2)[N:16]([CH3:20])[N:15]=[CH:14]3)=[C:6]([CH:9]=1)[CH2:7][NH2:8]. The catalyst class is: 105.